Dataset: Full USPTO retrosynthesis dataset with 1.9M reactions from patents (1976-2016). Task: Predict the reactants needed to synthesize the given product. (1) Given the product [Cl:2][C:3]1[N:8]=[CH:7][C:6]([CH2:9][N:10]2[CH:15]=[CH:14][CH:13]=[CH:12][C:11]2=[N:16][C:27]([NH:26][CH2:24][CH3:25])=[S:28])=[CH:5][CH:4]=1, predict the reactants needed to synthesize it. The reactants are: Cl.[Cl:2][C:3]1[N:8]=[CH:7][C:6]([CH2:9][N:10]2[CH:15]=[CH:14][CH:13]=[CH:12][C:11]2=[NH:16])=[CH:5][CH:4]=1.C(N(CC)CC)C.[CH2:24]([N:26]=[C:27]=[S:28])[CH3:25]. (2) Given the product [Cl:22][C:21]1[CH:20]=[CH:19][C:8]([O:9][C:10]2[CH:16]=[CH:15][C:13]([I:23])=[CH:12][C:11]=2[O:17][CH3:18])=[CH:7][C:6]=1[Cl:5], predict the reactants needed to synthesize it. The reactants are: N([O-])=O.[Na+].[Cl:5][C:6]1[CH:7]=[C:8]([CH:19]=[CH:20][C:21]=1[Cl:22])[O:9][C:10]1[CH:16]=[CH:15][C:13](N)=[CH:12][C:11]=1[O:17][CH3:18].[I-:23].[K+].